Predict the reaction yield, written as a fraction of the theoretical maximum amount of product (1.0 means a 100% yield; for example, 0.34 means a 34% yield). From a dataset of Reaction yield outcomes from USPTO patents with 853,638 reactions. (1) The reactants are CO[C:3](=[O:24])[C:4]1[CH:9]=[CH:8][C:7]([O:10][CH2:11][C:12]2[C:13]([C:17]3[CH:22]=[CH:21][C:20]([F:23])=[CH:19][CH:18]=3)=[N:14][O:15][CH:16]=2)=[N:6][CH:5]=1.[NH2:25][CH:26]([CH2:29][OH:30])[CH2:27][OH:28]. No catalyst specified. The product is [F:23][C:20]1[CH:19]=[CH:18][C:17]([C:13]2[C:12]([CH2:11][O:10][C:7]3[CH:8]=[CH:9][C:4]([C:3]([NH:25][CH:26]([CH2:29][OH:30])[CH2:27][OH:28])=[O:24])=[CH:5][N:6]=3)=[CH:16][O:15][N:14]=2)=[CH:22][CH:21]=1. The yield is 0.490. (2) The reactants are [Cl:1][C:2]1[N:7]=[C:6](Cl)[CH:5]=[C:4]([Cl:9])[N:3]=1.[NH2:10][C:11]1[CH:15]=[C:14]([CH:16]2[CH2:18][CH2:17]2)[NH:13][N:12]=1.C(N(CC)CC)C. The catalyst is CCO. The product is [CH:16]1([C:14]2[CH:15]=[C:11]([NH:10][C:6]3[CH:5]=[C:4]([Cl:9])[N:3]=[C:2]([Cl:1])[N:7]=3)[NH:12][N:13]=2)[CH2:18][CH2:17]1. The yield is 0.800. (3) The reactants are [CH3:1][O:2][C:3]([C:5]1[S:6][C:7]([C:26]2[CH:31]=[CH:30][CH:29]=[CH:28][CH:27]=2)=[CH:8][C:9]=1[N:10]([C:14]([CH:16]1[CH2:21][CH2:20][CH:19]([CH3:22])[CH2:18][CH:17]1[N:23]=[N+]=[N-])=[O:15])[CH:11]([CH3:13])[CH3:12])=[O:4].Cl.[H][H].N1C=CC=CC=1.[C:41](OC(=O)C)(=[O:43])[CH3:42]. The catalyst is CO.[Pd].ClCCl.CN(C1C=CN=CC=1)C. The product is [CH3:1][O:2][C:3]([C:5]1[S:6][C:7]([C:26]2[CH:31]=[CH:30][CH:29]=[CH:28][CH:27]=2)=[CH:8][C:9]=1[N:10]([C:14]([CH:16]1[CH2:21][CH2:20][CH:19]([CH3:22])[CH2:18][CH:17]1[NH:23][C:41](=[O:43])[CH3:42])=[O:15])[CH:11]([CH3:13])[CH3:12])=[O:4]. The yield is 0.470. (4) The reactants are [C:1]([O:4][CH:5]1[O:17][C@@H:16]([CH2:18][O:19][C:20](=[O:22])[CH3:21])[C@H:11]([O:12][C:13](=[O:15])[CH3:14])[C@@H:6]1[O:7][C:8](=[O:10])[CH3:9])(=[O:3])[CH3:2].O=C[C@H]([C@H]([C@H](CO)O)O)O. No catalyst specified. The product is [C:1]([O:4][C@H:5]1[O:17][C@@H:16]([CH2:18][O:19][C:20](=[O:22])[CH3:21])[C@H:11]([O:12][C:13](=[O:15])[CH3:14])[C@@H:6]1[O:7][C:8](=[O:10])[CH3:9])(=[O:3])[CH3:2]. The yield is 0.700. (5) The reactants are [ClH:1].CCOCC.C(OC(=O)[NH:13][CH2:14][C:15]1[CH:20]=[CH:19][C:18]([C:21]([F:24])([F:23])[F:22])=[C:17]([C:25]2[CH2:26][CH2:27][N:28]([C:31]([C:33]3[C:41]4[C:36](=[C:37]([CH3:42])[CH:38]=[CH:39][CH:40]=4)[N:35]([CH2:43][CH2:44][O:45][CH3:46])[CH:34]=3)=[O:32])[CH2:29][CH:30]=2)[CH:16]=1)(C)(C)C. No catalyst specified. The product is [ClH:1].[NH2:13][CH2:14][C:15]1[CH:20]=[CH:19][C:18]([C:21]([F:23])([F:24])[F:22])=[C:17]([CH:25]2[CH2:30][CH2:29][N:28]([C:31]([C:33]3[C:41]4[C:36](=[C:37]([CH3:42])[CH:38]=[CH:39][CH:40]=4)[N:35]([CH2:43][CH2:44][O:45][CH3:46])[CH:34]=3)=[O:32])[CH2:27][CH2:26]2)[CH:16]=1. The yield is 0.930.